Dataset: Catalyst prediction with 721,799 reactions and 888 catalyst types from USPTO. Task: Predict which catalyst facilitates the given reaction. (1) Reactant: [CH3:1][C:2]1[CH:14]=[CH:13][C:5]([O:6][CH2:7]C2CCCN2)=[C:4]([C:15]([C:17]2[CH:22]=[CH:21][CH:20]=[CH:19][CH:18]=2)=[CH2:16])[CH:3]=1.C([N:25]([CH2:28][CH3:29])[CH2:26][CH3:27])C.Cl[P:31]([C:38]1[CH:43]=[CH:42][CH:41]=[CH:40][CH:39]=1)[C:32]1[CH:37]=[CH:36][CH:35]=[CH:34][CH:33]=1.CC(OC)(C)C.C1CCCCC1.C(NC(C)C)(C)C. Product: [C:38]1([P:31]([CH:28]2[CH2:29][CH2:27][CH2:26][N:25]2[CH2:7][O:6][C:5]2[CH:13]=[CH:14][C:2]([CH3:1])=[CH:3][C:4]=2[C:15]([C:17]2[CH:18]=[CH:19][CH:20]=[CH:21][CH:22]=2)=[CH2:16])[C:32]2[CH:33]=[CH:34][CH:35]=[CH:36][CH:37]=2)[CH:39]=[CH:40][CH:41]=[CH:42][CH:43]=1. The catalyst class is: 11. (2) Reactant: [F:1][C:2]1[C:7]([O:8][CH:9]2[CH2:14][CH2:13][N:12]([CH3:15])[CH2:11][CH2:10]2)=[CH:6][CH:5]=[CH:4][C:3]=1[NH2:16].[Cl:17][C:18]1[CH:26]=[CH:25][CH:24]=[CH:23][C:19]=1[C:20](Cl)=[O:21]. Product: [Cl:17][C:18]1[CH:26]=[CH:25][CH:24]=[CH:23][C:19]=1[C:20]([NH:16][C:3]1[CH:4]=[CH:5][CH:6]=[C:7]([O:8][CH:9]2[CH2:14][CH2:13][N:12]([CH3:15])[CH2:11][CH2:10]2)[C:2]=1[F:1])=[O:21]. The catalyst class is: 12. (3) Product: [Br:22]/[C:8](/[C:5]1[CH:6]=[CH:7][C:2]([F:1])=[CH:3][CH:4]=1)=[C:9](\[C:12]1[CH:17]=[CH:16][CH:15]=[CH:14][CH:13]=1)/[CH2:10][CH3:11]. The catalyst class is: 61. Reactant: [F:1][C:2]1[CH:7]=[CH:6][C:5](/[C:8](/[Si](C)(C)C)=[C:9](/[C:12]2[CH:17]=[CH:16][CH:15]=[CH:14][CH:13]=2)\[CH2:10][CH3:11])=[CH:4][CH:3]=1.[Br:22]Br.C[O-].[Na+].CCOC(C)=O.